Dataset: Full USPTO retrosynthesis dataset with 1.9M reactions from patents (1976-2016). Task: Predict the reactants needed to synthesize the given product. (1) Given the product [BrH:30].[CH2:1]([CH:8]1[CH2:13][CH2:12][CH2:11][N:10]([CH2:14][CH2:15][C:16]2[CH:21]=[CH:20][C:19]([NH2:22])=[CH:18][CH:17]=2)[CH2:9]1)[C:2]1[CH:3]=[CH:4][CH:5]=[CH:6][CH:7]=1, predict the reactants needed to synthesize it. The reactants are: [CH2:1]([CH:8]1[CH2:13][CH2:12][CH2:11][N:10]([CH2:14][CH2:15][C:16]2[CH:21]=[CH:20][C:19]([NH:22]C(OC(C)(C)C)=O)=[CH:18][CH:17]=2)[CH2:9]1)[C:2]1[CH:7]=[CH:6][CH:5]=[CH:4][CH:3]=1.[BrH:30]. (2) Given the product [CH3:9][CH:6]([NH:5][C:20](=[O:21])[O:22][C:23]([CH3:24])([CH3:25])[CH3:26])[CH:7]=[CH2:8], predict the reactants needed to synthesize it. The reactants are: ClC(Cl)(Cl)C([NH:5][CH:6]([CH3:9])[CH:7]=[CH2:8])=O.[C:20](O[C:20]([O:22][C:23]([CH3:26])([CH3:25])[CH3:24])=[O:21])([O:22][C:23]([CH3:26])([CH3:25])[CH3:24])=[O:21]. (3) Given the product [F:20][C:2]1([F:1])[CH2:7][CH2:6][N:5]([C:27]([C:26]2[CH:30]=[C:22]([CH3:21])[CH:23]=[CH:24][C:25]=2[C:31]2[N:36]=[CH:35][CH:34]=[CH:33][N:32]=2)=[O:29])[C@H:4]([CH2:8][NH:9][C:17]2[N:43]=[CH:42][C:41]([C:44]([F:47])([F:46])[F:45])=[CH:40][N:39]=2)[CH2:3]1, predict the reactants needed to synthesize it. The reactants are: [F:1][C:2]1([F:20])[CH2:7][CH2:6][NH:5][CH:4]([CH2:8][N:9]2[C:17](=O)C3C(=CC=CC=3)C2=O)[CH2:3]1.[CH3:21][C:22]1[CH:23]=[CH:24][C:25]([C:31]2[N:36]=[CH:35][CH:34]=[CH:33][N:32]=2)=[C:26]([CH:30]=1)[C:27]([OH:29])=O.ClC1[N:43]=[CH:42][C:41]([C:44]([F:47])([F:46])[F:45])=[CH:40][N:39]=1. (4) Given the product [CH3:19][C:16]1[N:15]2[C:10]3[CH:9]=[C:8]([CH3:20])[N:7]([CH2:6][C:5]4[CH:4]=[C:3]([OH:2])[CH:23]=[CH:22][CH:21]=4)[C:11]=3[CH:12]=[CH:13][C:14]2=[N:18][N:17]=1, predict the reactants needed to synthesize it. The reactants are: C[O:2][C:3]1[CH:4]=[C:5]([CH:21]=[CH:22][CH:23]=1)[CH2:6][N:7]1[C:11]2[CH:12]=[CH:13][C:14]3[N:15]([C:16]([CH3:19])=[N:17][N:18]=3)[C:10]=2[CH:9]=[C:8]1[CH3:20].B(Br)(Br)Br. (5) Given the product [CH2:1]([O:73][CH:30]1[C@@H:31]([O:65][CH2:66][C:67]2[CH:68]=[CH:69][CH:70]=[CH:71][CH:72]=2)[C@H:32]([O:57][CH2:58][C:59]2[CH:64]=[CH:63][CH:62]=[CH:61][CH:60]=2)[C:33]([CH2:45][O:46][CH2:47][C:48]2[CH:49]=[CH:50][C:51]([O:54][CH3:55])=[CH:52][CH:53]=2)([CH2:34][O:35][CH2:36][C:37]2[CH:38]=[CH:39][C:40]([O:43][CH3:44])=[CH:41][CH:42]=2)[O:56][C:29]1([C:9]1[CH:14]=[CH:13][C:12]([Cl:15])=[C:11]([CH2:16][C:17]2[CH:22]=[CH:21][C:20]([O:23][CH2:24][CH3:25])=[CH:19][CH:18]=2)[CH:10]=1)[OH:81])[C:2]1[CH:87]=[CH:86][CH:85]=[CH:4][CH:3]=1, predict the reactants needed to synthesize it. The reactants are: [CH2:1]([Li])[CH2:2][CH2:3][CH3:4].O=O.Br[C:9]1[CH:14]=[CH:13][C:12]([Cl:15])=[C:11]([CH2:16][C:17]2[CH:22]=[CH:21][C:20]([O:23][CH2:24][CH3:25])=[CH:19][CH:18]=2)[CH:10]=1.CON(C)[C:29](=[O:81])[C@H:30]([O:73]CC1C=CC=CC=1)[C@@H:31]([O:65][CH2:66][C:67]1[CH:72]=[CH:71][CH:70]=[CH:69][CH:68]=1)[C@H:32]([O:57][CH2:58][C:59]1[CH:64]=[CH:63][CH:62]=[CH:61][CH:60]=1)[C:33]([OH:56])([CH2:45][O:46][CH2:47][C:48]1[CH:53]=[CH:52][C:51]([O:54][CH3:55])=[CH:50][CH:49]=1)[CH2:34][O:35][CH2:36][C:37]1[CH:42]=[CH:41][C:40]([O:43][CH3:44])=[CH:39][CH:38]=1.[Al].O1C[CH2:87][CH2:86][CH2:85]1. (6) Given the product [CH2:36]([N:9]([CH2:10][CH2:11][CH2:12][CH2:13][O:14][C:15]1[CH:35]=[CH:34][C:18]2[C:19]([C:22]3[CH:23]=[CH:24][C:25]([N:28]4[CH2:33][CH2:32][CH2:31][CH2:30][CH2:29]4)=[CH:26][CH:27]=3)=[N:20][S:21][C:17]=2[CH:16]=1)[CH2:8][CH2:7][OH:6])[CH3:37], predict the reactants needed to synthesize it. The reactants are: C([Si](C)(C)[O:6][CH2:7][CH2:8][N:9]([CH2:36][CH3:37])[CH2:10][CH2:11][CH2:12][CH2:13][O:14][C:15]1[CH:35]=[CH:34][C:18]2[C:19]([C:22]3[CH:27]=[CH:26][C:25]([N:28]4[CH2:33][CH2:32][CH2:31][CH2:30][CH2:29]4)=[CH:24][CH:23]=3)=[N:20][S:21][C:17]=2[CH:16]=1)(C)(C)C.CCCC[N+](CCCC)(CCCC)CCCC.[F-].